From a dataset of HIV replication inhibition screening data with 41,000+ compounds from the AIDS Antiviral Screen. Binary Classification. Given a drug SMILES string, predict its activity (active/inactive) in a high-throughput screening assay against a specified biological target. (1) The compound is COc1nccnc1NS(=O)(=O)c1ccc(N)cc1. The result is 0 (inactive). (2) The drug is O=C1C2CN(Cc3ccccc3)CC2C(=O)N1c1ccccc1. The result is 0 (inactive).